Dataset: Reaction yield outcomes from USPTO patents with 853,638 reactions. Task: Predict the reaction yield, written as a fraction of the theoretical maximum amount of product (1.0 means a 100% yield; for example, 0.34 means a 34% yield). (1) The reactants are [CH2:1]1[C:6]2[CH:7]=[CH:8][C:9]([N:11]3[CH2:15][C@H:14]([CH2:16][NH:17][C:18](=[O:20])[CH3:19])[O:13][C:12]3=[O:21])=[CH:10][C:5]=2[CH2:4][CH2:3]S1.C[N+]1([O-])CCOCC1.[OH:30][S:31]([O-:33])=O.[Na+]. The catalyst is CC(C)=O.O.O=[Os](=O)(=O)=O. The product is [O:30]=[S:31]1(=[O:33])[CH2:3][CH2:4][C:5]2[CH:10]=[C:9]([N:11]3[CH2:15][C@H:14]([CH2:16][NH:17][C:18](=[O:20])[CH3:19])[O:13][C:12]3=[O:21])[CH:8]=[CH:7][C:6]=2[CH2:1]1. The yield is 0.860. (2) The reactants are F[P-](F)(F)(F)(F)F.N1(O[P+](N(C)C)(N(C)C)N(C)C)C2C=CC=CC=2N=N1.[CH:28]1([CH2:33][CH:34]([C:38]2[CH:43]=[CH:42][C:41]([Cl:44])=[C:40]([Cl:45])[CH:39]=2)[C:35]([OH:37])=O)[CH2:32][CH2:31][CH2:30][CH2:29]1.C(N(CC)C(C)C)(C)C.[NH2:55][C:56]1[O:57][CH:58]=[CH:59][N:60]=1. The catalyst is CN(C)C=O. The product is [CH:28]1([CH2:33][CH:34]([C:38]2[CH:43]=[CH:42][C:41]([Cl:44])=[C:40]([Cl:45])[CH:39]=2)[C:35]([NH:55][C:56]2[O:57][CH:58]=[CH:59][N:60]=2)=[O:37])[CH2:29][CH2:30][CH2:31][CH2:32]1. The yield is 0.470. (3) The reactants are [H-].[Na+].[C:3]([O:7][C:8]([N:10]1[CH2:15][CH2:14][CH:13]([OH:16])[CH2:12][CH2:11]1)=[O:9])([CH3:6])([CH3:5])[CH3:4].Br[C:18]1[CH:23]=[CH:22][CH:21]=[CH:20][N:19]=1.O. The catalyst is CCCCCC.CS(C)=O. The product is [C:3]([O:7][C:8]([N:10]1[CH2:15][CH2:14][CH:13]([O:16][C:18]2[CH:23]=[CH:22][CH:21]=[CH:20][N:19]=2)[CH2:12][CH2:11]1)=[O:9])([CH3:6])([CH3:4])[CH3:5]. The yield is 0.670. (4) The reactants are [H-].[Na+].[NH2:3][C:4]1[C:13]2[C:8](=[CH:9][C:10]([Cl:14])=[CH:11][CH:12]=2)[N:7]=[CH:6][CH:5]=1.[Cl:15][C:16]1[S:20][CH:19]=[N:18][N:17]=1.O.CN([CH:25]=[O:26])C. No catalyst specified. The product is [Cl:14][C:10]1[CH:9]=[C:8]2[C:13]([C:4]([NH:3][C:25]([C:19]3[S:20][C:16]([Cl:15])=[N:17][N:18]=3)=[O:26])=[CH:5][CH:6]=[N:7]2)=[CH:12][CH:11]=1. The yield is 0.600. (5) The reactants are [C:1]([C:4]1[C:9](=[O:10])[C:8]([O:11][CH3:12])=[CH:7][N:6]([C:13]2[CH:18]=[CH:17][C:16]([N:19]3[CH:23]=[CH:22][CH:21]=[N:20]3)=[CH:15][C:14]=2[F:24])[N:5]=1)(=O)[CH3:2].[CH3:25]C(O)=O.Cl.[Cl:30][C:31]1[CH:32]=[C:33]([NH:37][NH2:38])[CH:34]=[CH:35][CH:36]=1. The catalyst is COC(OC)N(C)C. The product is [Cl:30][C:31]1[CH:32]=[C:33]([N:37]2[C:1]([C:4]3[C:9](=[O:10])[C:8]([O:11][CH3:12])=[CH:7][N:6]([C:13]4[CH:18]=[CH:17][C:16]([N:19]5[CH:23]=[CH:22][CH:21]=[N:20]5)=[CH:15][C:14]=4[F:24])[N:5]=3)=[CH:2][CH:25]=[N:38]2)[CH:34]=[CH:35][CH:36]=1. The yield is 0.440. (6) The reactants are [C:1]([O:5][C:6]([CH3:8])=[O:7])([CH3:4])([CH3:3])[CH3:2].[Li+].CC([N-]C(C)C)C.[F:17][C:18]1[CH:23]=[CH:22][C:21]([N+:24]([O-:26])=[O:25])=[CH:20][C:19]=1/[C:27](=[N:30]/[S@@:31]([C:33]([CH3:36])([CH3:35])[CH3:34])=[O:32])/[CH2:28][CH3:29].[NH4+].[Cl-]. The catalyst is C1COCC1.C(OCC)(=O)C.C(O[Ti](Cl)(OC(C)C)OC(C)C)(C)C. The product is [CH3:36][C:33]([CH3:34])([S@:31]([NH:30][C@@:27]([C:19]1[CH:20]=[C:21]([N+:24]([O-:26])=[O:25])[CH:22]=[CH:23][C:18]=1[F:17])([CH2:28][CH3:29])[CH2:8][C:6]([O:5][C:1]([CH3:4])([CH3:3])[CH3:2])=[O:7])=[O:32])[CH3:35]. The yield is 0.610. (7) The reactants are [Cl:1][C:2]1[CH:3]=[CH:4][C:5]([O:19][CH3:20])=[C:6]([C:8]2[N:9]=[C:10]([CH3:18])[S:11][C:12]=2[C:13]([O:15]CC)=[O:14])[CH:7]=1.[OH-].[K+].Cl. The catalyst is C1COCC1.O. The product is [Cl:1][C:2]1[CH:3]=[CH:4][C:5]([O:19][CH3:20])=[C:6]([C:8]2[N:9]=[C:10]([CH3:18])[S:11][C:12]=2[C:13]([OH:15])=[O:14])[CH:7]=1. The yield is 0.950. (8) The reactants are COC1C=CC(C(=O)C(Br)C)=CC=1.[N-]=[N+]=[N-].[Na+].[CH3:18][O:19][C:20]1[CH:25]=[CH:24][C:23]([C:26](=[O:32])[CH:27]([N:29]=[N+]=[N-])[CH3:28])=[CH:22][CH:21]=1.[ClH:33]. The catalyst is C1COCC1.O.[Pd].CCOCC. The product is [ClH:33].[CH3:18][O:19][C:20]1[CH:21]=[CH:22][C:23]([C:26](=[O:32])[CH:27]([NH2:29])[CH3:28])=[CH:24][CH:25]=1. The yield is 1.00. (9) The catalyst is O1CCCC1. The yield is 0.920. The product is [C:1]1([C:7]2[CH:11]=[C:10]([C:12]3[CH:13]=[CH:14][CH:15]=[CH:16][CH:17]=3)[N:9]([CH2:18][C:19]3[CH:28]=[CH:27][C:22]([CH2:23][OH:24])=[CH:21][C:20]=3[O:29][CH:30]([CH3:32])[CH3:31])[N:8]=2)[CH:2]=[CH:3][CH:4]=[CH:5][CH:6]=1. The reactants are [C:1]1([C:7]2[CH:11]=[C:10]([C:12]3[CH:17]=[CH:16][CH:15]=[CH:14][CH:13]=3)[N:9]([CH2:18][C:19]3[CH:28]=[CH:27][C:22]([C:23](OC)=[O:24])=[CH:21][C:20]=3[O:29][CH:30]([CH3:32])[CH3:31])[N:8]=2)[CH:6]=[CH:5][CH:4]=[CH:3][CH:2]=1.[H-].[Al+3].[Li+].[H-].[H-].[H-].O.O.O.O.O.O.O.O.O.O.S([O-])([O-])(=O)=O.[Na+].[Na+].